This data is from Catalyst prediction with 721,799 reactions and 888 catalyst types from USPTO. The task is: Predict which catalyst facilitates the given reaction. (1) Reactant: [N+:1]([C:4]1[CH:5]=[C:6]([NH2:11])[C:7]([NH2:10])=[CH:8][CH:9]=1)([O-:3])=[O:2].[CH:12](=O)[CH:13]=O. Product: [N+:1]([C:4]1[CH:5]=[C:6]2[C:7](=[CH:8][CH:9]=1)[N:10]=[CH:13][CH:12]=[N:11]2)([O-:3])=[O:2]. The catalyst class is: 14. (2) Reactant: [Cl:1][C:2]1[CH:3]=[C:4]([CH:15]=[CH:16][C:17]=1[Cl:18])[C:5]([C:7](=[C:10]([S:13][CH3:14])[S:11][CH3:12])[C:8]#[N:9])=O.[C:19]([O:23][CH2:24][CH3:25])(=[O:22])CS. The catalyst class is: 14. Product: [C:8]([C:7]1[C:5]([C:4]2[CH:15]=[CH:16][C:17]([Cl:18])=[C:2]([Cl:1])[CH:3]=2)=[C:12]([C:19]([O:23][CH2:24][CH3:25])=[O:22])[S:11][C:10]=1[S:13][CH3:14])#[N:9]. (3) Reactant: Cl[C:2]1[N:7]=[C:6]([NH:8][CH2:9][C:10]#[CH:11])[C:5]([C:12]([F:15])([F:14])[F:13])=[CH:4][N:3]=1.[NH2:16][C:17]1[CH:30]=[CH:29][C:20]([CH2:21][NH:22]C(=O)C(F)(F)F)=[CH:19][CH:18]=1.Cl.ClCCl.CO. Product: [NH2:22][CH2:21][C:20]1[CH:29]=[CH:30][C:17]([NH:16][C:2]2[N:7]=[C:6]([NH:8][CH2:9][C:10]#[CH:11])[C:5]([C:12]([F:15])([F:14])[F:13])=[CH:4][N:3]=2)=[CH:18][CH:19]=1. The catalyst class is: 5. (4) Product: [C:1]([NH:5][C:6](=[O:35])[C:7]1[CH:12]=[CH:11][CH:10]=[C:9]([O:13][C:14]2[CH:19]=[CH:18][C:17]([NH:20][C:21]3[C:31]4[CH:30]=[C:29]([CH2:32][N:36]5[CH2:41][CH2:40][O:39][CH2:38][CH2:37]5)[CH2:28][CH2:27][NH:26][C:25]=4[N:24]=[CH:23][N:22]=3)=[CH:16][C:15]=2[Cl:34])[CH:8]=1)([CH3:4])([CH3:2])[CH3:3]. Reactant: [C:1]([NH:5][C:6](=[O:35])[C:7]1[CH:12]=[CH:11][CH:10]=[C:9]([O:13][C:14]2[CH:19]=[CH:18][C:17]([NH:20][C:21]3[C:31]4[CH:30]=[C:29]([CH:32]=O)[CH2:28][CH2:27][NH:26][C:25]=4[N:24]=[CH:23][N:22]=3)=[CH:16][C:15]=2[Cl:34])[CH:8]=1)([CH3:4])([CH3:3])[CH3:2].[NH:36]1[CH2:41][CH2:40][O:39][CH2:38][CH2:37]1.C(O[BH-](OC(=O)C)OC(=O)C)(=O)C.[Na+]. The catalyst class is: 7. (5) Reactant: C1(C)C=CC=CC=1.[CH2:8]([CH:11]([CH2:30][CH:31]=[CH2:32])[CH2:12][O:13][SiH2:14][C:15]1[CH:20]=[CH:19][C:18]([C:21]#[C:22]C(C)(O)CC(C)C)=[CH:17][CH:16]=1)[CH:9]=[CH2:10].[OH-].[Na+]. Product: [CH2:30]([CH:11]([CH2:8][CH:9]=[CH2:10])[CH2:12][O:13][SiH2:14][C:15]1[CH:20]=[CH:19][C:18]([C:21]#[CH:22])=[CH:17][CH:16]=1)[CH:31]=[CH2:32]. The catalyst class is: 2. (6) Product: [Cl:1][C:2]1[CH:9]=[CH:8][C:5]([CH2:6][C:11]#[N:12])=[C:4]([CH3:10])[CH:3]=1. The catalyst class is: 40. Reactant: [Cl:1][C:2]1[CH:9]=[CH:8][C:5]([CH2:6]Cl)=[C:4]([CH3:10])[CH:3]=1.[C-:11]#[N:12].[K+]. (7) Reactant: [Cl:1][C:2]1[N:3]=[C:4]([N:18]2[CH2:23][CH2:22][O:21][CH2:20][CH2:19]2)[C:5]2[CH2:10][N:9](C(OC(C)(C)C)=O)[CH2:8][C:6]=2[N:7]=1.[C:24]([OH:30])([C:26]([F:29])([F:28])[F:27])=[O:25]. Product: [F:27][C:26]([F:29])([F:28])[C:24]([OH:30])=[O:25].[Cl:1][C:2]1[N:3]=[C:4]([N:18]2[CH2:19][CH2:20][O:21][CH2:22][CH2:23]2)[C:5]2[CH2:10][NH:9][CH2:8][C:6]=2[N:7]=1. The catalyst class is: 2.